This data is from TCR-epitope binding with 47,182 pairs between 192 epitopes and 23,139 TCRs. The task is: Binary Classification. Given a T-cell receptor sequence (or CDR3 region) and an epitope sequence, predict whether binding occurs between them. (1) The epitope is PKYVKQNTLKLAT. The TCR CDR3 sequence is CASSPGTGLDTQYF. Result: 1 (the TCR binds to the epitope). (2) The epitope is TPINLVRDL. The TCR CDR3 sequence is CASSWRSTGELFF. Result: 0 (the TCR does not bind to the epitope).